This data is from Peptide-MHC class I binding affinity with 185,985 pairs from IEDB/IMGT. The task is: Regression. Given a peptide amino acid sequence and an MHC pseudo amino acid sequence, predict their binding affinity value. This is MHC class I binding data. (1) The peptide sequence is PLLNIGIVL. The MHC is HLA-A02:01 with pseudo-sequence HLA-A02:01. The binding affinity (normalized) is 0.329. (2) The peptide sequence is RRELSKEKL. The MHC is HLA-A02:19 with pseudo-sequence HLA-A02:19. The binding affinity (normalized) is 0.0847. (3) The peptide sequence is HEGINPNMSCD. The MHC is H-2-Db with pseudo-sequence H-2-Db. The binding affinity (normalized) is 0.